Dataset: Forward reaction prediction with 1.9M reactions from USPTO patents (1976-2016). Task: Predict the product of the given reaction. (1) Given the reactants [CH3:1][C:2]1[N:7]=[CH:6][C:5]([CH2:8][CH2:9][C:10]2[C:19]3[C:14](=[CH:15][CH:16]=[CH:17][CH:18]=3)[C:13](=O)[NH:12][N:11]=2)=[CH:4][CH:3]=1.P(Cl)(Cl)([Cl:23])=O.Cl.N, predict the reaction product. The product is: [Cl:23][C:13]1[C:14]2[C:19](=[CH:18][CH:17]=[CH:16][CH:15]=2)[C:10]([CH2:9][CH2:8][C:5]2[CH:6]=[N:7][C:2]([CH3:1])=[CH:3][CH:4]=2)=[N:11][N:12]=1. (2) The product is: [C:1]([O:6][CH2:7][C:8]([O:10][CH2:11][C:12]([F:18])([F:17])[S:13]([O-:16])(=[O:14])=[O:15])=[O:9])(=[O:5])[C:2]([CH3:4])=[CH2:3].[C:35]1([S+:28]([C:22]2[CH:23]=[CH:24][CH:25]=[CH:26][CH:27]=2)[C:29]2[CH:34]=[CH:33][CH:32]=[CH:31][CH:30]=2)[CH:36]=[CH:37][CH:38]=[CH:39][CH:40]=1. Given the reactants [C:1]([O:6][CH2:7][C:8]([O:10][CH2:11][C:12]([F:18])([F:17])[S:13]([O-:16])(=[O:15])=[O:14])=[O:9])(=[O:5])[C:2]([CH3:4])=[CH2:3].[Na+].O.[Br-].[C:22]1([S+:28]([C:35]2[CH:40]=[CH:39][CH:38]=[CH:37][CH:36]=2)[C:29]2[CH:34]=[CH:33][CH:32]=[CH:31][CH:30]=2)[CH:27]=[CH:26][CH:25]=[CH:24][CH:23]=1, predict the reaction product.